The task is: Predict the product of the given reaction.. This data is from Forward reaction prediction with 1.9M reactions from USPTO patents (1976-2016). (1) Given the reactants [C:1]([O:5][C:6]([NH:8][C:9]1[CH:17]=[CH:16][C:12]([C:13]([OH:15])=O)=[CH:11][CH:10]=1)=[O:7])([CH3:4])([CH3:3])[CH3:2].C(N(CC)C(C)C)(C)C.Cl.[NH2:28][C@H:29]1[C:32]([CH3:34])([CH3:33])[C@H:31]([O:35][C:36]2[CH:43]=[CH:42][C:39]([C:40]#[N:41])=[C:38]([Cl:44])[CH:37]=2)[C:30]1([CH3:46])[CH3:45].CN(C(ON1N=NC2C=CC=NC1=2)=[N+](C)C)C.F[P-](F)(F)(F)(F)F, predict the reaction product. The product is: [C:1]([O:5][C:6](=[O:7])[NH:8][C:9]1[CH:10]=[CH:11][C:12]([C:13](=[O:15])[NH:28][C@H:29]2[C:30]([CH3:46])([CH3:45])[C@H:31]([O:35][C:36]3[CH:43]=[CH:42][C:39]([C:40]#[N:41])=[C:38]([Cl:44])[CH:37]=3)[C:32]2([CH3:34])[CH3:33])=[CH:16][CH:17]=1)([CH3:2])([CH3:3])[CH3:4]. (2) Given the reactants CC(C)([O-])C.[K+].S([CH2:17][N+:18]#[C-])(C1C=CC(C)=CC=1)(=O)=O.C(O)(C)C.[C:24]([O:28][C:29]([N:31]1[C@H:36]2[CH:37]=[CH:38][C@@H:32]1[CH2:33][C:34](=O)[CH2:35]2)=[O:30])([CH3:27])([CH3:26])[CH3:25], predict the reaction product. The product is: [C:24]([O:28][C:29]([N:31]1[C@H:36]2[CH:37]=[CH:38][C@@H:32]1[CH2:33][CH:34]([C:17]#[N:18])[CH2:35]2)=[O:30])([CH3:27])([CH3:26])[CH3:25].